Dataset: Forward reaction prediction with 1.9M reactions from USPTO patents (1976-2016). Task: Predict the product of the given reaction. (1) The product is: [Na+:21].[Na+:21].[NH2:1][C@@H:2]([CH2:6][C:7]1[CH:8]=[CH:9][C:10]([O:13][P:14]([OH:16])([OH:17])=[O:15])=[CH:11][CH:12]=1)[C:3]([O-:5])=[O:4].[NH2:1][C@@H:2]([CH2:6][C:7]1[CH:8]=[CH:9][C:10]([O:13][P:14]([OH:16])([OH:17])=[O:15])=[CH:11][CH:12]=1)[C:3]([O-:5])=[O:4]. Given the reactants [NH2:1][C@@H:2]([CH2:6][C:7]1[CH:12]=[CH:11][C:10]([O:13][P:14]([OH:17])([OH:16])=[O:15])=[CH:9][CH:8]=1)[C:3]([OH:5])=[O:4].CC[O-].[Na+:21].O, predict the reaction product. (2) Given the reactants [NH2:1][C:2]1[N:10]=[C:9]([O:11][CH2:12][CH2:13][CH2:14][CH3:15])[N:8]=[C:7]2[C:3]=1[N:4]=[C:5]([O:20][CH3:21])[N:6]2[CH2:16][CH2:17][CH2:18][OH:19].C(N(CC)CC)C.[CH3:29][S:30](Cl)(=[O:32])=[O:31].O, predict the reaction product. The product is: [CH3:29][S:30]([O:19][CH2:18][CH2:17][CH2:16][N:6]1[C:5]([O:20][CH3:21])=[N:4][C:3]2[C:7]1=[N:8][C:9]([O:11][CH2:12][CH2:13][CH2:14][CH3:15])=[N:10][C:2]=2[NH2:1])(=[O:32])=[O:31]. (3) Given the reactants Br[C:2]1[N:10]=[CH:9][N:8]=[C:7]2[C:3]=1[N:4]=[CH:5][NH:6]2.[NH2:11][CH:12]([C:14]1[N:15]=[C:16]2[S:29][CH:28]=[C:27]([CH3:30])[N:17]2[C:18](=[O:26])[C:19]=1[C:20]1[CH:25]=[CH:24][N:23]=[CH:22][CH:21]=1)[CH3:13].C(N(CC)C(C)C)(C)C, predict the reaction product. The product is: [CH3:30][C:27]1[N:17]2[C:18](=[O:26])[C:19]([C:20]3[CH:25]=[CH:24][N:23]=[CH:22][CH:21]=3)=[C:14]([CH:12]([NH:11][C:2]3[N:10]=[CH:9][N:8]=[C:7]4[C:3]=3[N:4]=[CH:5][NH:6]4)[CH3:13])[N:15]=[C:16]2[S:29][CH:28]=1. (4) The product is: [OH:1][CH2:2][CH2:3][O:4][C:5](=[O:17])[CH2:6][O:7][C:8]1[CH:13]=[CH:12][C:11]([NH2:14])=[CH:10][CH:9]=1. Given the reactants [OH:1][CH2:2][CH2:3][O:4][C:5](=[O:17])[CH2:6][O:7][C:8]1[CH:13]=[CH:12][C:11]([N+:14]([O-])=O)=[CH:10][CH:9]=1, predict the reaction product. (5) The product is: [Cl:1][C:2]1[CH:3]=[CH:4][C:5]2[N:6]([C:8]([CH:11]([C:14]3[CH:15]=[C:16]4[C:21](=[CH:22][C:23]=3[F:24])[N:20]=[CH:19][CH:18]=[CH:17]4)[CH3:12])=[CH:9][N:10]=2)[N:7]=1. Given the reactants [Cl:1][C:2]1[CH:3]=[CH:4][C:5]2[N:6]([C:8]([C:11]([C:14]3[CH:15]=[C:16]4[C:21](=[CH:22][C:23]=3[F:24])[N:20]=[CH:19][CH:18]=[CH:17]4)(O)[CH3:12])=[CH:9][N:10]=2)[N:7]=1.II.O[PH2]=O, predict the reaction product. (6) Given the reactants [C:1]1([C:7]2[O:8][C:9]([C:15]([F:18])([F:17])[F:16])=[C:10]([C:12]([OH:14])=O)[N:11]=2)[CH:6]=[CH:5][CH:4]=[CH:3][CH:2]=1.[NH2:19][C:20]1[CH:21]=[CH:22][C:23]([N:26]([CH3:32])[C:27](=[O:31])[CH2:28][O:29][CH3:30])=[N:24][CH:25]=1, predict the reaction product. The product is: [CH3:30][O:29][CH2:28][C:27]([N:26]([CH3:32])[C:23]1[N:24]=[CH:25][C:20]([NH:19][C:12]([C:10]2[N:11]=[C:7]([C:1]3[CH:2]=[CH:3][CH:4]=[CH:5][CH:6]=3)[O:8][C:9]=2[C:15]([F:18])([F:17])[F:16])=[O:14])=[CH:21][CH:22]=1)=[O:31].